From a dataset of Retrosynthesis with 50K atom-mapped reactions and 10 reaction types from USPTO. Predict the reactants needed to synthesize the given product. (1) Given the product CC(=O)c1ccc(-c2ccc(N3C[C@H]4CN(C)[C@H]4C3)cn2)cc1, predict the reactants needed to synthesize it. The reactants are: C=O.CC(=O)c1ccc(-c2ccc(N3C[C@H]4CN[C@H]4C3)cn2)cc1. (2) Given the product O=c1ccc2ccc(OCCCNCC3COc4ccccc4O3)cc2o1, predict the reactants needed to synthesize it. The reactants are: NCC1COc2ccccc2O1.O=c1ccc2ccc(OCCCCl)cc2o1. (3) Given the product N#Cc1ccc(CCN)cc1, predict the reactants needed to synthesize it. The reactants are: CC(C)(C)OC(=O)NCCc1ccc(C#N)cc1. (4) Given the product c1ccc(COc2ccc(-c3nccc(NC4CCCC4)n3)cc2)cc1, predict the reactants needed to synthesize it. The reactants are: Clc1nccc(NC2CCCC2)n1.OB(O)c1ccc(OCc2ccccc2)cc1. (5) Given the product CC(C)(C)OC(=O)N1CCC(C)(C(N)=O)CC1, predict the reactants needed to synthesize it. The reactants are: CC(C)(C)OC(=O)N1CCC(C)(C(=O)O)CC1.On1nnc2ccccc21. (6) Given the product CC(C)N1CCC(Oc2ccc3oc(C(=O)N4CCS(=O)(=O)CC4)cc3c2)CC1, predict the reactants needed to synthesize it. The reactants are: CC(C)N1CCC(Oc2ccc3oc(C(=O)O)cc3c2)CC1.O=S1(=O)CCNCC1. (7) Given the product Cc1ccc(O)c2ncccc12, predict the reactants needed to synthesize it. The reactants are: COc1ccc(C)c2cccnc12.